From a dataset of NCI-60 drug combinations with 297,098 pairs across 59 cell lines. Regression. Given two drug SMILES strings and cell line genomic features, predict the synergy score measuring deviation from expected non-interaction effect. Drug 1: C1=NC2=C(N1)C(=S)N=C(N2)N. Drug 2: C1C(C(OC1N2C=NC3=C2NC=NCC3O)CO)O. Cell line: NCI-H322M. Synergy scores: CSS=36.0, Synergy_ZIP=3.14, Synergy_Bliss=2.87, Synergy_Loewe=-0.660, Synergy_HSA=4.86.